Task: Predict the product of the given reaction.. Dataset: Forward reaction prediction with 1.9M reactions from USPTO patents (1976-2016) (1) Given the reactants [NH:1]1[C:5]2[CH:6]=[CH:7][C:8]([CH2:10][OH:11])=[CH:9][C:4]=2[N:3]=[N:2]1.C1C=C[NH+]=CC=1.C1C=C[NH+]=CC=1.[O-][Cr](O[Cr]([O-])(=O)=O)(=O)=O, predict the reaction product. The product is: [NH:1]1[C:5]2[CH:6]=[CH:7][C:8]([CH:10]=[O:11])=[CH:9][C:4]=2[N:3]=[N:2]1. (2) Given the reactants [H-].[H-].[H-].[H-].[Li+].[Al+3].C[O:8][C:9]([C:11]1[C:12]2[CH:13]=[CH:14][N:15]([C:20]3[CH:25]=[CH:24][N:23]=[C:22]([NH:26][CH:27]4[CH2:32][CH2:31][CH:30]([OH:33])[CH2:29][CH2:28]4)[N:21]=3)[C:16]=2[CH:17]=[CH:18][CH:19]=1)=[O:10].O.Cl, predict the reaction product. The product is: [OH:33][C@H:30]1[CH2:31][CH2:32][C@H:27]([NH:26][C:22]2[N:21]=[C:20]([N:15]3[C:16]4[CH:17]=[CH:18][CH:19]=[C:11]([C:9]([OH:10])=[O:8])[C:12]=4[CH:13]=[CH:14]3)[CH:25]=[CH:24][N:23]=2)[CH2:28][CH2:29]1. (3) Given the reactants [NH2:1][C:2]1[CH:7]=[CH:6][C:5]([CH:8]([CH3:22])[C:9]([C:15]2[CH:20]=[CH:19][N:18]=[C:17]([Cl:21])[CH:16]=2)([OH:14])[C:10]([F:13])([F:12])[F:11])=[C:4]([Cl:23])[CH:3]=1.[CH2:24]=O.C[O-].[Na+].[BH4-].[Na+], predict the reaction product. The product is: [Cl:23][C:4]1[CH:3]=[C:2]([NH:1][CH3:24])[CH:7]=[CH:6][C:5]=1[CH:8]([CH3:22])[C:9]([C:15]1[CH:20]=[CH:19][N:18]=[C:17]([Cl:21])[CH:16]=1)([OH:14])[C:10]([F:11])([F:12])[F:13]. (4) Given the reactants [CH2:1]([O:3][C:4]([N:6]1[C:15]2[C:10](=[N:11][C:12]([O:16][CH3:17])=[CH:13][CH:14]=2)[C@@H:9]([NH:18][C:19]2[N:23]([CH2:24][C:25]3[CH:30]=[C:29]([C:31]([F:34])([F:33])[F:32])[CH:28]=[C:27]([C:35]([F:38])([F:37])[F:36])[CH:26]=3)[N:22]=[N:21][N:20]=2)[CH2:8][C@H:7]1[CH2:39][CH3:40])=[O:5])[CH3:2].[CH3:41][O:42][C:43](=[O:49])[C:44]([CH3:48])([CH3:47])[CH2:45]O.N(C(OCC)=O)=NC(OCC)=O, predict the reaction product. The product is: [CH2:1]([O:3][C:4]([N:6]1[C:15]2[C:10](=[N:11][C:12]([O:16][CH3:17])=[CH:13][CH:14]=2)[C@@H:9]([NH:18][C:19]2[N:23]([CH2:24][C:25]3[CH:30]=[C:29]([C:31]([F:32])([F:33])[F:34])[CH:28]=[C:27]([C:35]([F:36])([F:38])[F:37])[CH:26]=3)[N:22]([CH2:45][C:44]([C:43]([O:42][CH3:41])=[O:49])([CH3:48])[CH3:47])[NH:21][N:20]=2)[CH2:8][C@H:7]1[CH2:39][CH3:40])=[O:5])[CH3:2].